This data is from Forward reaction prediction with 1.9M reactions from USPTO patents (1976-2016). The task is: Predict the product of the given reaction. (1) Given the reactants [CH3:1][O:2][C:3]1[CH:4]=[C:5]([CH:32]=[CH:33][C:34]=1[O:35][CH3:36])[CH2:6][CH:7]1[C:13]2[CH:14]=[C:15]([O:20][CH3:21])[C:16]([O:18][CH3:19])=[CH:17][C:12]=2[CH2:11][CH2:10][CH2:9]N1C(C1C=CC=CC=1)C(O)=O.[CH2:37]([CH2:39][NH2:40])[OH:38], predict the reaction product. The product is: [CH3:1][O:2][C:3]1[CH:4]=[C:5]([CH:32]=[CH:33][C:34]=1[O:35][CH3:36])[CH2:6][CH:7]1[C:13]2[CH:14]=[C:15]([O:20][CH3:21])[C:16]([O:18][CH3:19])=[CH:17][C:12]=2[CH2:11][CH2:10][CH2:9][N:40]1[CH:39]([C:3]1[CH:4]=[CH:5][CH:32]=[CH:33][CH:34]=1)[C:37]([NH:40][CH2:39][CH2:37][OH:38])=[O:38]. (2) Given the reactants [CH2:1]([O:3][C:4]1[CH:5]=[C:6]([CH:9]=[CH:10][C:11]=1[O:12][CH:13]([CH3:15])[CH3:14])[CH:7]=O)[CH3:2].[NH2:16][C:17]1[CH:24]=[CH:23][C:20]([C:21]#[N:22])=[CH:19][CH:18]=1.O, predict the reaction product. The product is: [CH2:1]([O:3][C:4]1[CH:5]=[C:6]([CH:9]=[CH:10][C:11]=1[O:12][CH:13]([CH3:15])[CH3:14])/[CH:7]=[N:16]/[C:17]1[CH:24]=[CH:23][C:20]([C:21]#[N:22])=[CH:19][CH:18]=1)[CH3:2].